The task is: Predict the reactants needed to synthesize the given product.. This data is from Full USPTO retrosynthesis dataset with 1.9M reactions from patents (1976-2016). (1) The reactants are: [Br:1][C:2]1[CH:13]=[CH:12][C:5]([CH2:6][O:7][CH2:8][C:9]([OH:11])=O)=[CH:4][CH:3]=1.[CH2:14]([O:21][C:22](=[O:32])[NH:23][CH2:24][C:25]1[CH:30]=[CH:29][CH:28]=[C:27]([NH2:31])[CH:26]=1)[C:15]1[CH:20]=[CH:19][CH:18]=[CH:17][CH:16]=1.CCN=C=NCCCN(C)C.C1C=NC2N(O)N=NC=2C=1.CCN(C(C)C)C(C)C. Given the product [Br:1][C:2]1[CH:3]=[CH:4][C:5]([CH2:6][O:7][CH2:8][C:9]([NH:31][C:27]2[CH:26]=[C:25]([CH:30]=[CH:29][CH:28]=2)[CH2:24][NH:23][C:22](=[O:32])[O:21][CH2:14][C:15]2[CH:20]=[CH:19][CH:18]=[CH:17][CH:16]=2)=[O:11])=[CH:12][CH:13]=1, predict the reactants needed to synthesize it. (2) Given the product [CH2:7]([N:6]([CH2:5][C:4]([O:3][CH2:1][CH3:2])=[O:14])[CH2:22][CH2:21][CH2:20][CH2:19][C:18]([OH:24])=[O:17])[C:8]1[CH:13]=[CH:12][CH:11]=[CH:10][CH:9]=1, predict the reactants needed to synthesize it. The reactants are: [CH2:1]([O:3][C:4](=[O:14])[CH2:5][NH:6][CH2:7][C:8]1[CH:13]=[CH:12][CH:11]=[CH:10][CH:9]=1)[CH3:2].C([O:17][C:18](=[O:24])[CH2:19][CH2:20][CH2:21][CH2:22]Br)C.C(=O)([O-])[O-].[K+].[K+].